Dataset: Reaction yield outcomes from USPTO patents with 853,638 reactions. Task: Predict the reaction yield, written as a fraction of the theoretical maximum amount of product (1.0 means a 100% yield; for example, 0.34 means a 34% yield). The reactants are Br[C:2]1[CH:3]=[C:4]([C:17]([CH3:20])([CH3:19])[CH3:18])[C:5]([O:15][CH3:16])=[C:6]([N:8]2[CH2:13][CH2:12][CH:11]([OH:14])[CH2:10][CH2:9]2)[CH:7]=1.C([Sn](CCCC)(CCCC)[C:26]([O:28]CC)=[CH2:27])CCC.[F-].[Cs+].[Br:41]N1C(=O)CCC1=O. The catalyst is O1CCOCC1.CCOCC.O1CCCC1.O.C([O-])(O)=O.[Na+].C(OCC)(=O)C.C1C=CC([P]([Pd]([P](C2C=CC=CC=2)(C2C=CC=CC=2)C2C=CC=CC=2)([P](C2C=CC=CC=2)(C2C=CC=CC=2)C2C=CC=CC=2)[P](C2C=CC=CC=2)(C2C=CC=CC=2)C2C=CC=CC=2)(C2C=CC=CC=2)C2C=CC=CC=2)=CC=1. The product is [Br:41][CH2:28][C:26]([C:2]1[CH:7]=[C:6]([N:8]2[CH2:13][CH2:12][CH:11]([OH:14])[CH2:10][CH2:9]2)[C:5]([O:15][CH3:16])=[C:4]([C:17]([CH3:20])([CH3:19])[CH3:18])[CH:3]=1)=[O:27]. The yield is 0.510.